From a dataset of Reaction yield outcomes from USPTO patents with 853,638 reactions. Predict the reaction yield, written as a fraction of the theoretical maximum amount of product (1.0 means a 100% yield; for example, 0.34 means a 34% yield). (1) The reactants are [Br:1][C:2]1[CH:3]=[C:4]([CH:14]=[CH:15][CH:16]=1)/[C:5](=[N:7]\[C:8]1[CH:13]=[CH:12][CH:11]=[CH:10][CH:9]=1)/[NH2:6].Cl[CH2:18][CH:19]=O.C(=O)(O)[O-].[Na+].CC(O)C. The catalyst is O. The product is [Br:1][C:2]1[CH:3]=[C:4]([C:5]2[N:7]([C:8]3[CH:13]=[CH:12][CH:11]=[CH:10][CH:9]=3)[CH:18]=[CH:19][N:6]=2)[CH:14]=[CH:15][CH:16]=1. The yield is 0.370. (2) The catalyst is CO.CC(O)=O.[Pd]. The yield is 0.690. The reactants are C([O:8][CH:9]1[CH2:13][CH2:12][N:11]([C:14]2[CH:19]=[CH:18][C:17]([C:20]3[NH:25][C:24](=[O:26])[C:23]([C:27]([O:29][CH3:30])=[O:28])=[CH:22][C:21]=3[CH2:31][CH3:32])=[CH:16][CH:15]=2)[CH2:10]1)C1C=CC=CC=1. The product is [CH2:31]([C:21]1[CH:22]=[C:23]([C:27]([O:29][CH3:30])=[O:28])[C:24](=[O:26])[NH:25][C:20]=1[C:17]1[CH:16]=[CH:15][C:14]([N:11]2[CH2:12][CH2:13][CH:9]([OH:8])[CH2:10]2)=[CH:19][CH:18]=1)[CH3:32]. (3) The reactants are [Cl-].O[NH3+:3].[C:4](=[O:7])([O-])[OH:5].[Na+].CS(C)=O.[OH:13][CH:14]([CH3:51])[CH2:15][O:16][C@H:17]1[CH2:22][CH2:21][C@H:20]([N:23]2[C:28](=[O:29])[C:27]([CH2:30][C:31]3[CH:36]=[CH:35][C:34]([C:37]4[C:38]([C:43]#[N:44])=[CH:39][CH:40]=[CH:41][CH:42]=4)=[CH:33][CH:32]=3)=[C:26]([CH2:45][CH2:46][CH3:47])[N:25]3[N:48]=[CH:49][CH:50]=[C:24]23)[CH2:19][CH2:18]1. The catalyst is C(OCC)(=O)C. The product is [OH:13][CH:14]([CH3:51])[CH2:15][O:16][C@H:17]1[CH2:22][CH2:21][C@H:20]([N:23]2[C:28](=[O:29])[C:27]([CH2:30][C:31]3[CH:36]=[CH:35][C:34]([C:37]4[CH:42]=[CH:41][CH:40]=[CH:39][C:38]=4[C:43]4[NH:3][C:4](=[O:7])[O:5][N:44]=4)=[CH:33][CH:32]=3)=[C:26]([CH2:45][CH2:46][CH3:47])[N:25]3[N:48]=[CH:49][CH:50]=[C:24]23)[CH2:19][CH2:18]1. The yield is 0.510. (4) The reactants are [CH2:1]([N:3]([CH2:37][CH3:38])[CH2:4][CH2:5][CH2:6][NH:7][C:8]1[N:9]=[C:10]([C:27]2[CH:28]=[C:29]([CH:33]=[CH:34][C:35]=2[CH3:36])[C:30]([OH:32])=O)[C:11]2[CH:17]=[CH:16][C:15](=[O:18])[N:14]([C:19]3[C:24]([F:25])=[CH:23][CH:22]=[CH:21][C:20]=3[F:26])[C:12]=2[N:13]=1)[CH3:2].CN(C(ON1N=NC2C=CC=CC1=2)=[N+](C)C)C.F[P-](F)(F)(F)(F)F.[CH2:63]([NH2:67])[CH:64]([CH3:66])[CH3:65]. The catalyst is C(Cl)Cl. The product is [CH2:37]([N:3]([CH2:1][CH3:2])[CH2:4][CH2:5][CH2:6][NH:7][C:8]1[N:9]=[C:10]([C:27]2[CH:28]=[C:29]([CH:33]=[CH:34][C:35]=2[CH3:36])[C:30]([NH:67][CH2:63][CH:64]([CH3:66])[CH3:65])=[O:32])[C:11]2[CH:17]=[CH:16][C:15](=[O:18])[N:14]([C:19]3[C:20]([F:26])=[CH:21][CH:22]=[CH:23][C:24]=3[F:25])[C:12]=2[N:13]=1)[CH3:38]. The yield is 0.430. (5) The reactants are Cl[C:2]1[C:11]2[C:6](=[CH:7][C:8]([F:15])=[C:9]([N+:12]([O-:14])=[O:13])[CH:10]=2)[N:5]=[CH:4][N:3]=1.[C:16]([C:18]1[CH:19]=[C:20]([CH:22]=[CH:23][CH:24]=1)[NH2:21])#[CH:17]. The catalyst is C(O)(C)C. The product is [C:16]([C:18]1[CH:19]=[C:20]([NH:21][C:2]2[C:11]3[C:6](=[CH:7][C:8]([F:15])=[C:9]([N+:12]([O-:14])=[O:13])[CH:10]=3)[N:5]=[CH:4][N:3]=2)[CH:22]=[CH:23][CH:24]=1)#[CH:17]. The yield is 0.639. (6) The reactants are [F:1][C:2]1[CH:7]=[CH:6][CH:5]=[C:4]([F:8])[C:3]=1[C:9]1[NH:13][CH:12]=[C:11]([CH:14]=[O:15])[CH:10]=1.[H-].[Na+].C1OCCOCCOCCOCCOC1.Cl.[N:34]1[CH:39]=[CH:38][CH:37]=[C:36]([S:40](Cl)(=[O:42])=[O:41])[CH:35]=1. The catalyst is O1CCCC1.[Cl-].[Na+].O. The product is [F:1][C:2]1[CH:7]=[CH:6][CH:5]=[C:4]([F:8])[C:3]=1[C:9]1[N:13]([S:40]([C:36]2[CH:35]=[N:34][CH:39]=[CH:38][CH:37]=2)(=[O:42])=[O:41])[CH:12]=[C:11]([CH:14]=[O:15])[CH:10]=1. The yield is 0.840. (7) The reactants are [CH3:1][CH:2]1[NH:7][CH2:6][CH2:5][N:4]2[CH:8]=[CH:9][CH:10]=[C:3]12.[C:11]1(=[O:17])[O:16][C:14](=[O:15])[CH2:13][CH2:12]1. The catalyst is C1COCC1. The product is [CH3:1][CH:2]1[N:7]([C:11](=[O:17])[CH2:12][CH2:13][C:14]([OH:16])=[O:15])[CH2:6][CH2:5][N:4]2[CH:8]=[CH:9][CH:10]=[C:3]12. The yield is 0.540. (8) The reactants are [Cl:1][C:2]1[CH:3]=[C:4]([N:27]([CH2:37][CH3:38])[C@H:28]2[CH2:33][CH2:32][C@H:31]([N:34]([CH3:36])[CH3:35])[CH2:30][CH2:29]2)[C:5]([CH3:26])=[C:6]([CH:25]=1)[C:7]([NH:9][CH2:10][C:11]1[C:12]([O:23]C)=[N:13][N:14]([CH3:22])[C:15]=1[N:16]1[CH2:21][CH2:20][CH2:19][CH2:18][CH2:17]1)=[O:8].B(Br)(Br)Br. The catalyst is C(Cl)Cl. The product is [Cl:1][C:2]1[CH:3]=[C:4]([N:27]([CH2:37][CH3:38])[C@H:28]2[CH2:29][CH2:30][C@H:31]([N:34]([CH3:36])[CH3:35])[CH2:32][CH2:33]2)[C:5]([CH3:26])=[C:6]([CH:25]=1)[C:7]([NH:9][CH2:10][C:11]1[C:12](=[O:23])[NH:13][N:14]([CH3:22])[C:15]=1[N:16]1[CH2:17][CH2:18][CH2:19][CH2:20][CH2:21]1)=[O:8]. The yield is 0.420. (9) The reactants are C1(C#C)CC1.[CH:6]1([C:9]#[C:10][C:11]2[CH:16]=[CH:15][C:14]([O:17][CH3:18])=[CH:13][CH:12]=2)[CH2:8][CH2:7]1.IC1C=CC(OC)=CC=1.C(N(CC)CC)C. The catalyst is O1CCCC1.[Cu]I. The product is [CH:6]1([C:9]#[C:10][C:11]2[CH:12]=[CH:13][C:14]([O:17][CH3:18])=[CH:15][CH:16]=2)[CH2:8][CH2:7]1. The yield is 0.670. (10) The reactants are Br[C:2]1[CH:11]=[N:10][C:9]2[C:8]([N:12]3[CH2:17][CH2:16][O:15][CH2:14][CH2:13]3)=[N:7][C:6]([Cl:18])=[N:5][C:4]=2[CH:3]=1.[C:19]([C:22]1[CH:27]=[CH:26][C:25](B(O)O)=[CH:24][CH:23]=1)([OH:21])=[O:20].C(=O)([O-])[O-].[Na+].[Na+].Cl. The catalyst is Cl[Pd](Cl)([P](C1C=CC=CC=1)(C1C=CC=CC=1)C1C=CC=CC=1)[P](C1C=CC=CC=1)(C1C=CC=CC=1)C1C=CC=CC=1.O.C(O)C. The product is [Cl:18][C:6]1[N:7]=[C:8]([N:12]2[CH2:17][CH2:16][O:15][CH2:14][CH2:13]2)[C:9]2[N:10]=[CH:11][C:2]([C:25]3[CH:26]=[CH:27][C:22]([C:19]([OH:21])=[O:20])=[CH:23][CH:24]=3)=[CH:3][C:4]=2[N:5]=1. The yield is 0.710.